This data is from Full USPTO retrosynthesis dataset with 1.9M reactions from patents (1976-2016). The task is: Predict the reactants needed to synthesize the given product. Given the product [C:1]([O:4][CH:5]1[CH2:9][CH2:8][CH2:7][C:6]1([NH2:22])[CH2:10][NH:11][C:12]1[CH:17]=[CH:16][C:15]([C:18]#[N:19])=[C:14]([Cl:20])[C:13]=1[CH3:21])(=[O:3])[CH3:2], predict the reactants needed to synthesize it. The reactants are: [C:1]([O:4][CH:5]1[CH2:9][CH2:8][CH2:7][C:6]1([NH:22]C(OC(C)(C)C)=O)[CH2:10][NH:11][C:12]1[CH:17]=[CH:16][C:15]([C:18]#[N:19])=[C:14]([Cl:20])[C:13]=1[CH3:21])(=[O:3])[CH3:2].C(O)(C(F)(F)F)=O.C(=O)(O)[O-].[Na+].